Dataset: Catalyst prediction with 721,799 reactions and 888 catalyst types from USPTO. Task: Predict which catalyst facilitates the given reaction. (1) Reactant: [Cl:1][C:2]1[N:7]=[C:6]([CH2:8][C:9]([C:11]2[C:12]([F:24])=[C:13]([NH:17][C:18](=[O:23])[O:19][CH2:20][CH:21]=[CH2:22])[CH:14]=[CH:15][CH:16]=2)=O)[CH:5]=[CH:4][N:3]=1.C1C(=O)N(Br)C(=O)C1.[NH2:33][C:34]([CH:36]1[CH2:41][CH2:40][N:39]([C:42]([O:44][C:45]([CH3:48])([CH3:47])[CH3:46])=[O:43])[CH2:38][CH2:37]1)=[S:35]. Product: [Cl:1][C:2]1[N:7]=[C:6]([C:8]2[S:35][C:34]([CH:36]3[CH2:41][CH2:40][N:39]([C:42]([O:44][C:45]([CH3:48])([CH3:47])[CH3:46])=[O:43])[CH2:38][CH2:37]3)=[N:33][C:9]=2[C:11]2[CH:16]=[CH:15][CH:14]=[C:13]([NH:17][C:18]([O:19][CH2:20][CH:21]=[CH2:22])=[O:23])[C:12]=2[F:24])[CH:5]=[CH:4][N:3]=1. The catalyst class is: 80. (2) Reactant: C(OC([N:8]1[CH2:13][CH:12]=[C:11]([C:14]2[NH:23][C:17]3[N:18]=[CH:19][N:20]=[C:21]([Cl:22])[C:16]=3[CH:15]=2)[CH2:10][CH2:9]1)=O)(C)(C)C.[S:24]1[C:28]2[CH:29]=[C:30]([NH2:33])[CH:31]=[CH:32][C:27]=2[N:26]=[CH:25]1. Product: [ClH:22].[ClH:22].[ClH:22].[S:24]1[C:28]2[CH:29]=[C:30]([NH:33][C:21]3[C:16]4[CH:15]=[C:14]([C:11]5[CH2:10][CH2:9][NH:8][CH2:13][CH:12]=5)[NH:23][C:17]=4[N:18]=[CH:19][N:20]=3)[CH:31]=[CH:32][C:27]=2[N:26]=[CH:25]1. The catalyst class is: 51. (3) Reactant: [C:1]([C:3]1([NH:6][C:7]([C@H:9]2[CH2:13][C@H:12]([S:14]([C:17]3[CH:22]=[CH:21][C:20](Br)=[CH:19][C:18]=3[C:24]([F:27])([F:26])[F:25])(=[O:16])=[O:15])[CH2:11][C@@H:10]2[O:28][CH3:29])=[O:8])[CH2:5][CH2:4]1)#[N:2].[F:30][C:31]1[CH:36]=[C:35]([F:37])[CH:34]=[CH:33][C:32]=1B(O)O.C([O-])([O-])=O.[Na+].[Na+].C(Cl)Cl.C([O-])(O)=O.[Na+]. Product: [C:1]([C:3]1([NH:6][C:7]([C@H:9]2[CH2:13][C@H:12]([S:14]([C:17]3[CH:22]=[CH:21][C:20]([C:34]4[CH:33]=[CH:32][C:31]([F:30])=[CH:36][C:35]=4[F:37])=[CH:19][C:18]=3[C:24]([F:27])([F:26])[F:25])(=[O:16])=[O:15])[CH2:11][C@@H:10]2[O:28][CH3:29])=[O:8])[CH2:5][CH2:4]1)#[N:2]. The catalyst class is: 18. (4) Reactant: F[C:2]1[N:9]=[CH:8][CH:7]=[C:6]([I:10])[C:3]=1[CH:4]=O.[NH:11]([C:13]1[CH:14]=[C:15]([S:19]([NH2:22])(=[O:21])=[O:20])[CH:16]=[CH:17][CH:18]=1)[NH2:12]. Product: [I:10][C:6]1[CH:7]=[CH:8][N:9]=[C:2]2[N:11]([C:13]3[CH:14]=[C:15]([S:19]([NH2:22])(=[O:21])=[O:20])[CH:16]=[CH:17][CH:18]=3)[N:12]=[CH:4][C:3]=12. The catalyst class is: 37. (5) Reactant: [Br:1][C:2]1[CH:3]=[C:4]([F:16])[C:5]([O:11][CH2:12][C@H:13]2[CH2:15][O:14]2)=[C:6](CC=O)[CH:7]=1.C1C=C(Cl)C=[C:19]([C:24]([O:26]O)=[O:25])C=1. Product: [C:24]([O:26][C:6]1[CH:7]=[C:2]([Br:1])[CH:3]=[C:4]([F:16])[C:5]=1[O:11][CH2:12][C@H:13]1[CH2:15][O:14]1)(=[O:25])[CH3:19]. The catalyst class is: 22. (6) Reactant: Cl[C:2]1[NH:3][C:4]2[CH:10]=[CH:9][CH:8]=[CH:7][C:5]=2[N:6]=1.[CH:11]1[C:16]2[CH2:17][CH2:18][CH2:19][CH2:20][CH:21]([NH2:22])[C:15]=2[CH:14]=[CH:13][CH:12]=1. Product: [N:6]1[C:5]2[CH:7]=[CH:8][CH:9]=[CH:10][C:4]=2[NH:3][C:2]=1[NH:22][CH:21]1[C:15]2[CH:14]=[CH:13][CH:12]=[CH:11][C:16]=2[CH2:17][CH2:18][CH2:19][CH2:20]1. The catalyst class is: 11. (7) Reactant: [Br:1][C:2]1[CH:3]=[C:4]([CH3:7])[S:5][CH:6]=1.[Li+].CC([N-]C(C)C)C.C1C[O:19][CH2:18]C1.CN(C=O)C. Product: [Br:1][C:2]1[CH:3]=[C:4]([CH3:7])[S:5][C:6]=1[CH:18]=[O:19]. The catalyst class is: 1. (8) Reactant: ClN1C(=O)N(Cl)C(=O)N(Cl)C1=O.[Cl:28][C:25]1[CH:26]=[CH:27][C:22]([S:21][S:21][C:22]2[CH:27]=[CH:26][C:25]([Cl:28])=[CH:24][CH:23]=2)=[CH:23][CH:24]=1.[N+:29]([C:32]1[CH:40]=[CH:39][CH:38]=[C:37]2[C:33]=1[CH:34]=[C:35]([CH3:45])[N:36]2[CH2:41][C:42]([OH:44])=[O:43])([O-:31])=[O:30]. Product: [Cl:28][C:25]1[CH:24]=[CH:23][C:22]([S:21][C:34]2[C:33]3[C:37](=[CH:38][CH:39]=[CH:40][C:32]=3[N+:29]([O-:31])=[O:30])[N:36]([CH2:41][C:42]([OH:44])=[O:43])[C:35]=2[CH3:45])=[CH:27][CH:26]=1. The catalyst class is: 13.